From a dataset of Reaction yield outcomes from USPTO patents with 853,638 reactions. Predict the reaction yield, written as a fraction of the theoretical maximum amount of product (1.0 means a 100% yield; for example, 0.34 means a 34% yield). (1) The reactants are C([O:5][C:6]([CH:8]1[CH:12]([C:13]2[CH:18]=[CH:17][CH:16]=[C:15]([F:19])[CH:14]=2)[C:11]([C:22]2[CH:27]=[CH:26][C:25]([Cl:28])=[CH:24][C:23]=2[F:29])([C:20]#[N:21])[CH:10]([CH2:30][C:31]([CH3:34])([CH3:33])[CH3:32])[NH:9]1)=[O:7])(C)(C)C.[F:35][C:36]([F:41])([F:40])[C:37]([OH:39])=[O:38]. The catalyst is ClCCl. The product is [F:35][C:36]([F:41])([F:40])[C:37]([OH:39])=[O:38].[Cl:28][C:25]1[CH:26]=[CH:27][C:22]([C:11]2([C:20]#[N:21])[CH:10]([CH2:30][C:31]([CH3:34])([CH3:33])[CH3:32])[NH:9][CH:8]([C:6]([OH:7])=[O:5])[CH:12]2[C:13]2[CH:18]=[CH:17][CH:16]=[C:15]([F:19])[CH:14]=2)=[C:23]([F:29])[CH:24]=1. The yield is 0.880. (2) The reactants are C(O[BH-](OC(=O)C)OC(=O)C)(=O)C.[Na+].[Cl:15][C:16]1[CH:17]=[C:18]2[C:22](=[CH:23][CH:24]=1)[N:21]([CH3:25])[C:20]([C:26]1[CH:31]=[CH:30][C:29]([Cl:32])=[CH:28][CH:27]=1)=[C:19]2[CH2:33][CH2:34][CH:35]=O.[C:37]1([CH2:43][C:44]2([OH:50])[CH2:49][CH2:48][NH:47][CH2:46][CH2:45]2)[CH:42]=[CH:41][CH:40]=[CH:39][CH:38]=1.C(O)(=O)C.C(=O)([O-])O.[Na+]. The catalyst is ClCCCl. The product is [ClH:15].[Cl:15][C:16]1[CH:17]=[C:18]2[C:22](=[CH:23][CH:24]=1)[N:21]([CH3:25])[C:20]([C:26]1[CH:31]=[CH:30][C:29]([Cl:32])=[CH:28][CH:27]=1)=[C:19]2[CH2:33][CH2:34][CH2:35][N:47]1[CH2:48][CH2:49][C:44]([CH2:43][C:37]2[CH:38]=[CH:39][CH:40]=[CH:41][CH:42]=2)([OH:50])[CH2:45][CH2:46]1. The yield is 0.310.